Dataset: Experimentally validated miRNA-target interactions with 360,000+ pairs, plus equal number of negative samples. Task: Binary Classification. Given a miRNA mature sequence and a target amino acid sequence, predict their likelihood of interaction. (1) The miRNA is mmu-miR-7085-3p with sequence UAGCUGGCCUCUCCCCACCUUC. The protein sequence of the target gene is MAAAANSGSSLPLFDCPTWAGKPPPGLHLDVVKGDKLIEKLIIDEKKYYLFGRNPDLCDFTIDHQSCSRVHAALVYHKHLKRVFLIDLNSTHGTFLGHIRLEPHKPQQIPIDSTVSFGASTRAYTLREKPQTLPSAVKGDEKMGGEDDELKGLLGLPEEETELDNLTEFNTAHNKRISTLTIEEGNLDIQRPKRKRKNSRVTFSEDDEIINPEDVDPSVGRFRNMVQTAVVPVKKKRVEGPGSLGLEESGSRRMQNFAFSGGLYGGLPPTHSEAGSQPHGIHGTALIGGLPMPYPNLAPD.... Result: 0 (no interaction). (2) The protein sequence of the target gene is MIVLLLFALLWMVEGVFSQLHYTVQEEQEHGTFVGNIAEDLGLDITKLSARGFQTVPNSRTPYLDLNLETGVLYVNEKIDREQICKQSPSCVLHLEVFLENPLELFQVEIEVLDINDNPPSFPEPDLTVEISESATPGTRFPLESAFDPDVGTNSLRDYEITPNSYFSLDVQTQGDGNRFAELVLEKPLDREQQAVHRYVLTAVDGGGGGGVGEGGGGGGGAGLPPQQQRTGTALLTIRVLDSNDNVPAFDQPVYTVSLPENSPPGTLVIQLNATDPDEGQNGEVVYSFSSHISPRAREL.... Result: 1 (interaction). The miRNA is hsa-miR-574-5p with sequence UGAGUGUGUGUGUGUGAGUGUGU. (3) The miRNA is hsa-miR-891a-3p with sequence AGUGGCACAUGUUUGUUGUGAG. Result: 0 (no interaction). The protein sequence of the target gene is MAELDLMAPGPLPRATAQPPAPLSPDSGSPSPDSGSASPVEEEDVGSSEKLGRETEEQDSDSAEQGDPAGEGKEVLCDFCLDDTRRVKAVKSCLTCMVNYCEEHLQPHQVNIKLQSHLLTEPVKDHNWRYCPAHHSPLSAFCCPDQQCICQDCCQEHSGHTIVSLDAARRDKEAELQCTQLDLERKLKLNENAISRLQANQKSVLVSVSEVKAVAEMQFGELLAAVRKAQANVMLFLEEKEQAALSQANGIKAHLEYRSAEMEKSKQELERMAAISNTVQFLEEYCKFKNTEDITFPSVY.... (4) The miRNA is cel-miR-1828 with sequence ACUGGAAGCAUUUAAGUGAUAGU. The protein sequence of the target gene is MSLTSWFLVSSGGTRHRLPREMIFVGRDDCELMLQSRSVDKQHAVINYDASMDEHLVKDLGSLNGTFVNDVRIPEQTYITLKLEDKLRFGYDTNLFTVVRGEMRVPEEALKHEKFTIQLQLSQKSSESELPKSASAKGTDSKVEAAAEVQPRATEALKSEEKPMDVSAMPRGTPLYGQPSWWGDAEEDEQRAFKANGKPEGKSQEAGASGCSTEAKHVEGQSAAASEEALFPFCREPSYFEIPTKEFQQPSQIAESTIHEIPTKDTPSSHTAGAGHASFTIEFDDSTPGKVTIRDHVTKF.... Result: 0 (no interaction). (5) The miRNA is mmu-miR-139-5p with sequence UCUACAGUGCACGUGUCUCCAG. The protein sequence of the target gene is MRPLTEEETRVMFEKIAKYIGENLQLLVDRPDGTYCFRLHNDRVYYVSEMMLKLAANISGDKLVSLGTCFGKFTKTHKFRLHVTALDYLAPYAKYKVWVKPGAEQSFLYGNHVLKSGLGRITENTSQYQGVVVYSMADIPLGFGVAAKSTQDCRKVDPMAIVVFHQADIGEYVRHEETLT. Result: 1 (interaction). (6) The miRNA is hsa-miR-4666a-5p with sequence AUACAUGUCAGAUUGUAUGCC. The protein sequence of the target gene is MSTRESFNPESYELDKSFRLTRFTELKGTGCKVPQDVLQKLLESLQENHFQEDEQFLGAVMPRLGIGMDTCVIPLRHGGLSLVQTTDYIYPIVDDPYMMGRIACANVLSDLYAMGVTECDNMLMLLGVSNKMTDRERDKVMPLIIQGFKDAAEEAGTSVTGGQTVLNPWIVLGGVATTVCQPNEFIMPDNAVPGDVLVLTKPLGTQVAVAVHQWLDIPEKWNKIKLVVTQEDVELAYQEAMMNMARLNRTAAGLMHTFNAHAATDITGFGILGHAQNLAKQQRNEVSFVIHNLPVLAKMA.... Result: 1 (interaction). (7) The miRNA is hsa-miR-921 with sequence CUAGUGAGGGACAGAACCAGGAUUC. The protein sequence of the target gene is MSTVKEAAHRLSKSEMSLYAVLDLKKGASPEDFKKSYSHSALLPHPPFEYHLGRKLALRYHPDKNPGNAQAAEIFKEINAAHAILSDSKKRKIYDQHGSLGIYLYDHFGEEGVRYYFILNSCWFKTLVILCTLLTCCCFCCCCCFCCGALKPPPEQDSGRKYQQNVQSQPPRSGAKCDFRSEENSEDDF. Result: 0 (no interaction). (8) The miRNA is mmu-miR-1251-5p with sequence ACUCUAGCUGCCAAAGGCGCU. The protein sequence of the target gene is MPKKKPTPIQLNPAPDGSAVNGTSSAETNLEALQKKLEELELDEQQRKRLEAFLTQKQKVGELKDDDFEKISELGAGNGGVVFKVSHKPSGLVMARKLIHLEIKPAIRNQIIRELQVLHECNSPYIVGFYGAFYSDGEISICMEHMDGGSLDQVLKKAGRIPEQILGKVSIAVIKGLTYLREKHKIMHRDVKPSNILVNSRGEIKLCDFGVSGQLIDSMANSFVGTRSYMSPERLQGTHYSVQSDIWSMGLSLVEMAVGRYPIPPPDAKELELLFGCHVEGDAAETPPRPRTPGRPLSSY.... Result: 0 (no interaction). (9) The miRNA is mmu-miR-709 with sequence GGAGGCAGAGGCAGGAGGA. The protein sequence of the target gene is MRDYDEVTAFLGEWGPFQRLIFFLLSASIIPNGFTGLSSVFLIATPEHRCRVPDAANLSSAWRNHTVPLRLRDGREVPHSCRRYRLATIANFSALGLEPGRDVDLGQLEQESCLDGWEFSQDVYLSTIVTEWNLVCEDDWKAPLTISLFFVGVLLGSFISGQLSDRFGRKNVLFVTMGMQTGFSFLQIFSKNFEMFVVLFVLVGMGQISNYVAAFVLGTEILGKSVRIIFSTLGVCIFYAFGYMVLPLFAYFIRDWRMLLVALTMPGVLCVALWWFIPESPRWLISQGRFEEAEVIIRKA.... Result: 0 (no interaction).